Dataset: Catalyst prediction with 721,799 reactions and 888 catalyst types from USPTO. Task: Predict which catalyst facilitates the given reaction. (1) The catalyst class is: 39. Product: [F:25][C:26]([F:35])([F:36])[C:27]1[CH:34]=[CH:33][C:30]([CH2:31][N:15]2[C:14](=[O:17])[N:11]3[N:12]=[CH:13][C:8]([C:5]4[CH:6]=[CH:7][C:2]([Cl:1])=[CH:3][CH:4]=4)=[C:9]([C:18]4[CH:23]=[CH:22][C:21]([Cl:24])=[CH:20][CH:19]=4)[C:10]3=[N:16]2)=[CH:29][CH:28]=1. Reactant: [Cl:1][C:2]1[CH:7]=[CH:6][C:5]([C:8]2[CH:13]=[N:12][N:11]3[C:14](=[O:17])[NH:15][N:16]=[C:10]3[C:9]=2[C:18]2[CH:23]=[CH:22][C:21]([Cl:24])=[CH:20][CH:19]=2)=[CH:4][CH:3]=1.[F:25][C:26]([F:36])([F:35])[C:27]1[CH:34]=[CH:33][C:30]([CH2:31]Br)=[CH:29][CH:28]=1.C([O-])([O-])=O.[K+].[K+]. (2) Reactant: [Br-:1].[Br-:2].C1(P(C2C=CC=CC=2)C2C=CC=CC=2)C=CC=CC=1.[S:22]1[C:30]2[CH2:29][CH2:28]O[CH2:26][C:25]=2[CH:24]=[CH:23]1. Product: [Br:1][CH2:28][CH2:29][C:30]1[S:22][CH:23]=[CH:24][C:25]=1[CH2:26][Br:2]. The catalyst class is: 10. (3) Reactant: [CH3:1][N:2]1[C:10]2[C:5](=[N:6][C:7]([C@@H:17]([NH2:19])[CH3:18])=[C:8]([CH:11]3[CH2:16][CH2:15][O:14][CH2:13][CH2:12]3)[CH:9]=2)[CH:4]=[CH:3]1.[NH2:20][C:21]1[N:26]=[C:25]([NH2:27])[C:24]([C:28]#[N:29])=[C:23](Cl)[N:22]=1.CCN(CC)CC. Product: [NH2:20][C:21]1[N:26]=[C:25]([NH2:27])[C:24]([C:28]#[N:29])=[C:23]([NH:19][C@H:17]([C:7]2[N:6]=[C:5]3[CH:4]=[CH:3][N:2]([CH3:1])[C:10]3=[CH:9][C:8]=2[CH:11]2[CH2:16][CH2:15][O:14][CH2:13][CH2:12]2)[CH3:18])[N:22]=1. The catalyst class is: 3. (4) Reactant: [O:1]=[C:2]([CH2:8][C:9](=[O:11])[CH3:10])[C:3]([O:5][CH2:6][CH3:7])=[O:4].C(OCC)(OCC)O[CH2:14][CH3:15].[Cl-].[NH4+]. Product: [CH2:14]([O:11][C:9]([CH3:10])=[CH:8][C:2](=[O:1])[C:3]([O:5][CH2:6][CH3:7])=[O:4])[CH3:15]. The catalyst class is: 8.